From a dataset of Full USPTO retrosynthesis dataset with 1.9M reactions from patents (1976-2016). Predict the reactants needed to synthesize the given product. (1) The reactants are: NC(C([C:12]1S[C:14]2C=CC=[CH:17][C:15]=2[N:16]=1)=O)CCCNC(N)=N.C([N:24]1CC(O)[CH2:26][CH:25]1[C:30](O)=O)(=O)C. Given the product [CH:25]([N:24]=[C:12]=[N:16][CH:15]([CH3:14])[CH3:17])([CH3:30])[CH3:26], predict the reactants needed to synthesize it. (2) Given the product [Br:1][C:2]1[N:3]([CH:21]([CH3:23])[CH3:22])[C:4]([CH:12]([C:14]2[CH:19]=[CH:18][C:17]([Cl:20])=[CH:16][CH:15]=2)[NH:35][C:31]2[CH:32]=[C:33]([CH3:34])[C:28]3[N:29]([C:25]([CH3:24])=[N:26][N:27]=3)[CH:30]=2)=[C:5]([C:7]([O:9][CH2:10][CH3:11])=[O:8])[N:6]=1, predict the reactants needed to synthesize it. The reactants are: [Br:1][C:2]1[N:3]([CH:21]([CH3:23])[CH3:22])[C:4]([CH:12]([C:14]2[CH:19]=[CH:18][C:17]([Cl:20])=[CH:16][CH:15]=2)O)=[C:5]([C:7]([O:9][CH2:10][CH3:11])=[O:8])[N:6]=1.[CH3:24][C:25]1[N:29]2[CH:30]=[C:31]([NH2:35])[CH:32]=[C:33]([CH3:34])[C:28]2=[N:27][N:26]=1. (3) Given the product [F:1][C:2]1[CH:3]=[CH:4][C:5]([CH2:6][CH:7]2[C:16]3[C:11](=[CH:12][C:13]([O:19][CH3:20])=[C:14]([O:17][CH3:18])[CH:15]=3)[CH2:10][CH2:9][N:8]2[CH2:24][CH2:25][NH:26][C:27]([NH:29][C:30]2[C:39]3[C:34](=[CH:35][CH:36]=[CH:37][CH:38]=3)[N:33]=[C:32]([CH3:40])[CH:31]=2)=[O:28])=[CH:21][CH:22]=1, predict the reactants needed to synthesize it. The reactants are: [F:1][C:2]1[CH:22]=[CH:21][C:5]([CH2:6][CH:7]2[C:16]3[C:11](=[CH:12][C:13]([O:19][CH3:20])=[C:14]([O:17][CH3:18])[CH:15]=3)[CH2:10][CH2:9][NH:8]2)=[CH:4][CH:3]=1.Cl[CH2:24][CH2:25][NH:26][C:27]([NH:29][C:30]1[C:39]2[C:34](=[CH:35][CH:36]=[CH:37][CH:38]=2)[N:33]=[C:32]([CH3:40])[CH:31]=1)=[O:28].C([O-])(O)=O.[Na+].N[C@H](C(O)=O)CC1C=C2C(C=CC=C2)=CC=1.